From a dataset of Forward reaction prediction with 1.9M reactions from USPTO patents (1976-2016). Predict the product of the given reaction. (1) Given the reactants [CH2:1]([NH2:4])[CH2:2][CH3:3].[CH2:5]([O:12][C:13](=[O:39])[N:14]([CH:33]1[CH2:38][CH2:37][CH2:36][CH2:35][CH2:34]1)[C:15]1[CH:20]=[CH:19][CH:18]=[C:17]([O:21][C:22]2[CH:27]=[CH:26][C:25]([N+:28]([O-:30])=[O:29])=[C:24](C=O)[CH:23]=2)[CH:16]=1)[C:6]1[CH:11]=[CH:10][CH:9]=[CH:8][CH:7]=1.[BH-](OC(C)=O)(OC(C)=O)O[C:42](C)=O.[Na+].[OH-].[Na+], predict the reaction product. The product is: [CH2:5]([O:12][C:13](=[O:39])[N:14]([CH:33]1[CH2:34][CH2:35][CH2:36][CH2:37][CH2:38]1)[C:15]1[CH:20]=[CH:19][CH:18]=[C:17]([O:21][C:22]2[CH:27]=[CH:26][C:25]([N+:28]([O-:30])=[O:29])=[C:24]([CH2:42][NH:4][CH2:1][CH2:2][CH3:3])[CH:23]=2)[CH:16]=1)[C:6]1[CH:11]=[CH:10][CH:9]=[CH:8][CH:7]=1. (2) Given the reactants [O:1]1[CH2:6][CH2:5][N:4]([C:7]2[CH:14]=[CH:13][C:10]([C:11]#[N:12])=[CH:9][C:8]=2[C:15]([F:18])([F:17])[F:16])[CH2:3][CH2:2]1.[NH2:19][OH:20], predict the reaction product. The product is: [OH:20][N:19]=[C:11]([NH2:12])[C:10]1[CH:13]=[CH:14][C:7]([N:4]2[CH2:3][CH2:2][O:1][CH2:6][CH2:5]2)=[C:8]([C:15]([F:18])([F:17])[F:16])[CH:9]=1. (3) Given the reactants [OH:1][C:2]1[C:3]([CH3:18])=[C:4]2[C:9](=[C:10]([CH3:13])[C:11]=1[CH3:12])[O:8][C:7]([CH3:17])([C:14]([OH:16])=O)[CH2:6][CH2:5]2.C1N=CN(C(N2C=NC=C2)=O)C=1.[NH:31]1[CH2:36][CH2:35][CH2:34][CH2:33][CH2:32]1, predict the reaction product. The product is: [OH:1][C:2]1[C:3]([CH3:18])=[C:4]2[C:9](=[C:10]([CH3:13])[C:11]=1[CH3:12])[O:8][C:7]([C:14]([N:31]1[CH2:36][CH2:35][CH2:34][CH2:33][CH2:32]1)=[O:16])([CH3:17])[CH2:6][CH2:5]2. (4) Given the reactants [CH3:1][CH:2]1[C:10]2[CH:9]=[N:8][C:7](SC)=[N:6][C:5]=2[CH2:4][N:3]1[C:13]([O:15][C:16]([CH3:19])([CH3:18])[CH3:17])=[O:14].O[O:21][S:22]([O-:24])=O.[K+].[CH3:26]N(C=O)C, predict the reaction product. The product is: [CH3:1][CH:2]1[C:10]2[CH:9]=[N:8][C:7]([S:22]([CH3:26])(=[O:24])=[O:21])=[N:6][C:5]=2[CH2:4][N:3]1[C:13]([O:15][C:16]([CH3:18])([CH3:17])[CH3:19])=[O:14]. (5) Given the reactants Cl.O1CCOCC1.O.C(OC([N:16]1[C:20](=[O:21])[C:19]2([CH2:26][CH2:25][N:24]([S:27]([CH2:30][CH2:31][C:32]3[CH:37]=[CH:36][C:35]([C:38]([O:40]C(C)(C)C)=[O:39])=[CH:34][C:33]=3[CH3:45])(=[O:29])=[O:28])[CH2:23][CH2:22]2)[N:18]=[C:17]1[C:46]1[CH:51]=[C:50]([C:52]([F:55])([F:54])[F:53])[CH:49]=[C:48]([O:56][CH2:57][CH2:58][C:59]#[CH:60])[CH:47]=1)=O)(C)(C)C, predict the reaction product. The product is: [CH2:57]([O:56][C:48]1[CH:47]=[C:46]([C:17]2[NH:16][C:20](=[O:21])[C:19]3([CH2:26][CH2:25][N:24]([S:27]([CH2:30][CH2:31][C:32]4[CH:37]=[CH:36][C:35]([C:38]([OH:40])=[O:39])=[CH:34][C:33]=4[CH3:45])(=[O:29])=[O:28])[CH2:23][CH2:22]3)[N:18]=2)[CH:51]=[C:50]([C:52]([F:54])([F:55])[F:53])[CH:49]=1)[CH2:58][C:59]#[CH:60]. (6) The product is: [CH:1]1([NH:4][C:5]([N:7]2[C:15]3[C:10](=[CH:11][C:12]([O:16][C:17]4[CH:22]=[CH:21][N:20]=[C:19]([NH:23][C:24]([NH:34][C@@H:35]([CH2:43][OH:44])[C:36](=[O:37])[N:38]5[CH2:42][CH2:41][CH2:40][CH2:39]5)=[O:32])[CH:18]=4)=[CH:13][CH:14]=3)[CH:9]=[CH:8]2)=[O:6])[CH2:3][CH2:2]1. Given the reactants [CH:1]1([NH:4][C:5]([N:7]2[C:15]3[C:10](=[CH:11][C:12]([O:16][C:17]4[CH:22]=[CH:21][N:20]=[C:19]([NH:23][C:24](=[O:32])OC5C=CC=CC=5)[CH:18]=4)=[CH:13][CH:14]=3)[CH:9]=[CH:8]2)=[O:6])[CH2:3][CH2:2]1.Cl.[NH2:34][C@@H:35]([CH2:43][OH:44])[C:36]([N:38]1[CH2:42][CH2:41][CH2:40][CH2:39]1)=[O:37], predict the reaction product. (7) Given the reactants Br[C:2]1[CH:3]=[C:4]([Cl:22])[C:5](=[O:21])[N:6]([CH2:9][CH2:10][C:11]2[CH:20]=[CH:19][C:14]([C:15]([O:17][CH3:18])=[O:16])=[CH:13][CH:12]=2)[C:7]=1[CH3:8].O.P([O-])([O-])([O-])=O.[K+].[K+].[K+].[CH:32]1(P(C2CCCCC2)C2CCCCC2)[CH2:37]CCC[CH2:33]1, predict the reaction product. The product is: [Cl:22][C:4]1[C:5](=[O:21])[N:6]([CH2:9][CH2:10][C:11]2[CH:20]=[CH:19][C:14]([C:15]([O:17][CH3:18])=[O:16])=[CH:13][CH:12]=2)[C:7]([CH3:8])=[C:2]([C:32]([CH3:37])=[CH2:33])[CH:3]=1. (8) Given the reactants Cl.Cl.[NH2:3][C:4]1[C:9]([S:10]([NH2:13])(=[O:12])=[O:11])=[CH:8][C:7]([C:14]2[CH:15]=[CH:16][C:17]3[O:23][CH2:22][CH2:21][NH:20][CH2:19][C:18]=3[CH:24]=2)=[CH:6][N:5]=1.Cl[C:26]1[C:31]([CH:32]([CH3:34])[CH3:33])=[C:30]([CH3:35])[N:29]=[C:28]([NH2:36])[N:27]=1.C(N(C(C)C)CC)(C)C.O, predict the reaction product. The product is: [NH2:3][C:4]1[C:9]([S:10]([NH2:13])(=[O:11])=[O:12])=[CH:8][C:7]([C:14]2[CH:15]=[CH:16][C:17]3[O:23][CH2:22][CH2:21][N:20]([C:26]4[C:31]([CH:32]([CH3:33])[CH3:34])=[C:30]([CH3:35])[N:29]=[C:28]([NH2:36])[N:27]=4)[CH2:19][C:18]=3[CH:24]=2)=[CH:6][N:5]=1.